From a dataset of Full USPTO retrosynthesis dataset with 1.9M reactions from patents (1976-2016). Predict the reactants needed to synthesize the given product. (1) Given the product [CH2:7]([C:9]1[CH:10]=[N:11][C:12]2[C:17]([C:18]=1[C:19]1[CH:20]=[CH:21][CH:22]=[CH:23][CH:24]=1)=[CH:16][CH:15]=[CH:14][C:13]=2[C:25]([F:28])([F:26])[F:27])[C:1]1[CH:2]=[CH:3][CH:4]=[CH:5][CH:6]=1, predict the reactants needed to synthesize it. The reactants are: [C:1]1([C:7]([C:9]2[CH:10]=[N:11][C:12]3[C:17]([C:18]=2[C:19]2[CH:24]=[CH:23][CH:22]=[CH:21][CH:20]=2)=[CH:16][CH:15]=[CH:14][C:13]=3[C:25]([F:28])([F:27])[F:26])=O)[CH:6]=[CH:5][CH:4]=[CH:3][CH:2]=1.C(O)CO.O.NN.[OH-].[K+]. (2) Given the product [CH2:57]([C:31]12[CH2:47][CH:34]([CH2:33][CH2:32]1)[CH:35]=[CH:36]2)[CH2:52][CH2:53][CH3:54], predict the reactants needed to synthesize it. The reactants are: F[C:31]1[C:36]([B-]([C:31]2[C:36](F)=[C:35](F)[C:34](F)=[C:33](F)[C:32]=2F)([C:31]2[C:36](F)=[C:35](F)[C:34](F)=[C:33](F)[C:32]=2F)[C:31]2[C:36](F)=[C:35](F)[C:34](F)=[C:33](F)[C:32]=2F)=[C:35](F)[C:34](F)=[C:33](F)[C:32]=1F.[Li+].[CH3:47]COCC.[C:52]1(N([C:52]2[CH:57]=CC=[CH:54][CH:53]=2)[C:52]2[CH:57]=CC=[CH:54][CH:53]=2)[CH:57]=CC=[CH:54][CH:53]=1. (3) Given the product [C:1]([O:5][C:6](=[O:26])[NH:7][C:8]1([CH2:22][CH2:23][CH2:24][O:25][CH3:30])[CH2:13][CH2:12][CH:11]([O:14][Si:15]([C:18]([CH3:19])([CH3:20])[CH3:21])([CH3:17])[CH3:16])[CH2:10][CH2:9]1)([CH3:4])([CH3:2])[CH3:3], predict the reactants needed to synthesize it. The reactants are: [C:1]([O:5][C:6](=[O:26])[NH:7][C:8]1([CH2:22][CH2:23][CH2:24][OH:25])[CH2:13][CH2:12][CH:11]([O:14][Si:15]([C:18]([CH3:21])([CH3:20])[CH3:19])([CH3:17])[CH3:16])[CH2:10][CH2:9]1)([CH3:4])([CH3:3])[CH3:2].[H-].[Na+].I[CH3:30].CO. (4) Given the product [N:1]1[CH:2]=[CH:3][C:4]([N:7]2[CH2:12][CH2:11][CH:10]([C:13]([O:15][CH2:17][C:18]3[CH:35]=[CH:34][C:21]4[CH2:22][CH2:23][CH2:24][N:25]([C:27]([O:29][C:30]([CH3:31])([CH3:33])[CH3:32])=[O:28])[CH2:26][C:20]=4[CH:19]=3)=[O:14])[CH2:9][CH2:8]2)=[CH:5][CH:6]=1, predict the reactants needed to synthesize it. The reactants are: [N:1]1[CH:6]=[CH:5][C:4]([N:7]2[CH2:12][CH2:11][CH:10]([C:13]([OH:15])=[O:14])[CH2:9][CH2:8]2)=[CH:3][CH:2]=1.O[CH2:17][C:18]1[CH:35]=[CH:34][C:21]2[CH2:22][CH2:23][CH2:24][N:25]([C:27]([O:29][C:30]([CH3:33])([CH3:32])[CH3:31])=[O:28])[CH2:26][C:20]=2[CH:19]=1.